From a dataset of Reaction yield outcomes from USPTO patents with 853,638 reactions. Predict the reaction yield, written as a fraction of the theoretical maximum amount of product (1.0 means a 100% yield; for example, 0.34 means a 34% yield). (1) The reactants are [CH3:1][N:2]([CH3:31])[C:3]1[N:8]=[C:7]([O:9][CH3:10])[C:6]([C:11]2[C:24]3[C:19](=[CH:20][C:21]([O:27][CH2:28][CH3:29])=[C:22]([O:25][CH3:26])[CH:23]=3)[C@@H:18]3[C@@H:13]([CH2:14][CH2:15][C@@H:16]([OH:30])[CH2:17]3)[N:12]=2)=[CH:5][N:4]=1.[C:32]([OH:41])(=[O:40])[C@@H:33]([C@H:35]([C:37]([OH:39])=[O:38])[OH:36])[OH:34]. The catalyst is CC(C)=O.C(O)(C)C. The product is [C:37]([C@@H:35]([C@H:33]([C:32]([OH:41])=[O:40])[OH:34])[OH:36])([OH:39])=[O:38].[CH3:31][N:2]([CH3:1])[C:3]1[N:8]=[C:7]([O:9][CH3:10])[C:6]([C:11]2[C:24]3[C:19](=[CH:20][C:21]([O:27][CH2:28][CH3:29])=[C:22]([O:25][CH3:26])[CH:23]=3)[C@@H:18]3[C@@H:13]([CH2:14][CH2:15][C@@H:16]([OH:30])[CH2:17]3)[N:12]=2)=[CH:5][N:4]=1. The yield is 0.740. (2) The reactants are [NH2:1][C:2]1[CH:3]=[CH:4][C:5]2[N:10]([CH2:11][CH2:12][N:13]([CH3:15])[CH3:14])[C:9](=[O:16])[CH2:8][O:7][C:6]=2[CH:17]=1.I.[S:19]1[CH:23]=[CH:22][CH:21]=[C:20]1[C:24](SC)=[NH:25]. The catalyst is C(O)C.C([O-])(O)=O.[Na+]. The product is [CH3:15][N:13]([CH3:14])[CH2:12][CH2:11][N:10]1[C:9](=[O:16])[CH2:8][O:7][C:6]2[CH:17]=[C:2]([NH:1][C:24]([C:20]3[S:19][CH:23]=[CH:22][CH:21]=3)=[NH:25])[CH:3]=[CH:4][C:5]1=2. The yield is 0.880. (3) The reactants are [C:1]1([C:7]2[C:16]([N:17]3[CH2:22][CH2:21][NH:20][CH2:19][CH2:18]3)=[N:15][C:14]3[C:9](=[CH:10][CH:11]=[C:12]([C:23]([O:25]C)=[O:24])[CH:13]=3)[N:8]=2)[CH:6]=[CH:5][CH:4]=[CH:3][CH:2]=1.[OH-].[Na+]. The catalyst is C1COCC1.CO.O. The product is [C:1]1([C:7]2[C:16]([N:17]3[CH2:18][CH2:19][NH:20][CH2:21][CH2:22]3)=[N:15][C:14]3[C:9](=[CH:10][CH:11]=[C:12]([C:23]([OH:25])=[O:24])[CH:13]=3)[N:8]=2)[CH:2]=[CH:3][CH:4]=[CH:5][CH:6]=1. The yield is 0.290. (4) The reactants are N1C=CN=C1.[NH2:6][C:7]1[CH:12]=[CH:11][C:10]([CH2:13][CH2:14][CH2:15][OH:16])=[CH:9][CH:8]=1.[C:17]([Si:21](Cl)([CH3:23])[CH3:22])([CH3:20])([CH3:19])[CH3:18]. The catalyst is O1CCCC1. The product is [Si:21]([O:16][CH2:15][CH2:14][CH2:13][C:10]1[CH:9]=[CH:8][C:7]([NH2:6])=[CH:12][CH:11]=1)([C:17]([CH3:20])([CH3:19])[CH3:18])([CH3:23])[CH3:22]. The yield is 1.00. (5) The reactants are [Br:1][C:2]1[CH:7]=[C:6]([CH3:8])[C:5]([NH:9][C:10](=O)[C:11]2[CH:16]=[CH:15][CH:14]=[N:13][CH:12]=2)=[C:4]([C:18](=[O:20])[NH2:19])[CH:3]=1.[OH-].[Na+]. The catalyst is CCO. The product is [Br:1][C:2]1[CH:3]=[C:4]2[C:5](=[C:6]([CH3:8])[CH:7]=1)[N:9]=[C:10]([C:11]1[CH:12]=[N:13][CH:14]=[CH:15][CH:16]=1)[N:19]=[C:18]2[OH:20]. The yield is 0.770.